This data is from Reaction yield outcomes from USPTO patents with 853,638 reactions. The task is: Predict the reaction yield, written as a fraction of the theoretical maximum amount of product (1.0 means a 100% yield; for example, 0.34 means a 34% yield). (1) The reactants are [NH2:1][C:2]1[C:3]([C:12]([NH:14][CH:15]([CH:20]2[CH2:29][CH2:28][C:23]3([O:27][CH2:26][CH2:25][O:24]3)[CH2:22][CH2:21]2)[C:16]([O:18][CH3:19])=[O:17])=[O:13])=[CH:4][C:5]2[C:10]([CH:11]=1)=[CH:9][CH:8]=[CH:7][CH:6]=2.[N:30]([C:33]1[C:38]([CH3:39])=[CH:37][C:36]([CH3:40])=[CH:35][C:34]=1[CH3:41])=[C:31]=[O:32]. The catalyst is N1C=CC=CC=1. The product is [O:27]1[C:23]2([CH2:28][CH2:29][CH:20]([CH:15]([NH:14][C:12]([C:3]3[C:2]([NH:1][C:31]([NH:30][C:33]4[C:34]([CH3:41])=[CH:35][C:36]([CH3:40])=[CH:37][C:38]=4[CH3:39])=[O:32])=[CH:11][C:10]4[C:5](=[CH:6][CH:7]=[CH:8][CH:9]=4)[CH:4]=3)=[O:13])[C:16]([O:18][CH3:19])=[O:17])[CH2:21][CH2:22]2)[O:24][CH2:25][CH2:26]1. The yield is 0.880. (2) The reactants are [C:1]12([C:11]3[CH:21]=[CH:20][C:14]([O:15][CH2:16][C:17](O)=[O:18])=[C:13]([CH3:22])[CH:12]=3)[CH2:10][CH:5]3[CH2:6][CH:7]([CH2:9][CH:3]([CH2:4]3)[CH2:2]1)[CH2:8]2.[NH:23]1[CH2:28][CH2:27][O:26][CH2:25][CH2:24]1. No catalyst specified. The product is [C:1]12([C:11]3[CH:21]=[CH:20][C:14]([O:15][CH2:16][C:17]([N:23]4[CH2:28][CH2:27][O:26][CH2:25][CH2:24]4)=[O:18])=[C:13]([CH3:22])[CH:12]=3)[CH2:2][CH:3]3[CH2:9][CH:7]([CH2:6][CH:5]([CH2:4]3)[CH2:10]1)[CH2:8]2. The yield is 0.927. (3) The reactants are [CH2:1]([O:3][C:4]1([C:7]2[CH:12]=[CH:11][C:10]([C:13]#[C:14][C:15]3[CH:20]=[CH:19][C:18]([CH2:21][C:22]([O:24]C)=[O:23])=[CH:17][CH:16]=3)=[CH:9][C:8]=2[CH:26]([CH3:28])[CH3:27])[CH2:6][CH2:5]1)[CH3:2].[OH-].[Na+].O.CC#N. The catalyst is C(O)C.O1CCCC1. The product is [CH2:1]([O:3][C:4]1([C:7]2[CH:12]=[CH:11][C:10]([C:13]#[C:14][C:15]3[CH:16]=[CH:17][C:18]([CH2:21][C:22]([OH:24])=[O:23])=[CH:19][CH:20]=3)=[CH:9][C:8]=2[CH:26]([CH3:27])[CH3:28])[CH2:6][CH2:5]1)[CH3:2]. The yield is 0.700. (4) The reactants are CS(O[CH2:6][CH2:7][O:8][C:9]1[CH:14]=[CH:13][N:12]=[C:11]([C:15]([N:17]2[CH2:20][CH:19]([C:21]3[CH:26]=[CH:25][C:24]([O:27][CH2:28][C:29]4[CH:34]=[CH:33][C:32]([CH2:35][CH3:36])=[CH:31][CH:30]=4)=[C:23]([O:37][CH3:38])[CH:22]=3)[CH2:18]2)=[O:16])[CH:10]=1)(=O)=O.[NH:39]1[CH2:44][CH2:43][NH:42][CH2:41][C:40]1=[O:45]. The catalyst is C(O)CC. The product is [CH2:35]([C:32]1[CH:31]=[CH:30][C:29]([CH2:28][O:27][C:24]2[CH:25]=[CH:26][C:21]([CH:19]3[CH2:20][N:17]([C:15]([C:11]4[CH:10]=[C:9]([O:8][CH2:7][CH2:6][N:42]5[CH2:43][CH2:44][NH:39][C:40](=[O:45])[CH2:41]5)[CH:14]=[CH:13][N:12]=4)=[O:16])[CH2:18]3)=[CH:22][C:23]=2[O:37][CH3:38])=[CH:34][CH:33]=1)[CH3:36]. The yield is 0.760.